From a dataset of Retrosynthesis with 50K atom-mapped reactions and 10 reaction types from USPTO. Predict the reactants needed to synthesize the given product. (1) Given the product CN1C(=O)C(=O)c2cc([N+](=O)[O-])ccc21, predict the reactants needed to synthesize it. The reactants are: CI.O=C1Nc2ccc([N+](=O)[O-])cc2C1=O. (2) Given the product Cc1ccc(Oc2ccnc(Cl)c2)c(-c2cscc2C)n1, predict the reactants needed to synthesize it. The reactants are: Cc1ccc(Oc2ccnc(Cl)c2)c(I)n1.Cc1cscc1B(O)O.